Dataset: Full USPTO retrosynthesis dataset with 1.9M reactions from patents (1976-2016). Task: Predict the reactants needed to synthesize the given product. (1) Given the product [C:4]([C:8]1[CH:15]=[CH:14][C:11]([C:16](=[O:17])[CH:12]([C:11]2[CH:10]=[CH:9][C:8]([C:4]([CH3:7])([CH3:5])[CH3:6])=[CH:15][CH:14]=2)[OH:13])=[CH:10][CH:9]=1)([CH3:7])([CH3:6])[CH3:5], predict the reactants needed to synthesize it. The reactants are: [C-]#N.[K+].[C:4]([C:8]1[CH:15]=[CH:14][C:11]([CH:12]=[O:13])=[CH:10][CH:9]=1)([CH3:7])([CH3:6])[CH3:5].[CH3:16][OH:17]. (2) Given the product [F:1][C:2]1[CH:3]=[CH:4][C:5]([O:28][CH3:29])=[C:6]([C:8]2[CH:13]=[CH:12][N:11]=[C:10]3[N:14]([S:18]([C:21]4[CH:27]=[CH:26][C:24]([CH3:25])=[CH:23][CH:22]=4)(=[O:20])=[O:19])[C:15]([C:38]4([OH:41])[CH2:39][CH2:40][S:35](=[O:43])(=[O:42])[CH2:36][CH2:37]4)=[CH:16][C:9]=23)[CH:7]=1, predict the reactants needed to synthesize it. The reactants are: [F:1][C:2]1[CH:3]=[CH:4][C:5]([O:28][CH3:29])=[C:6]([C:8]2[CH:13]=[CH:12][N:11]=[C:10]3[N:14]([S:18]([C:21]4[CH:27]=[CH:26][C:24]([CH3:25])=[CH:23][CH:22]=4)(=[O:20])=[O:19])[C:15](I)=[CH:16][C:9]=23)[CH:7]=1.C([Li])CCC.[S:35]1(=[O:43])(=[O:42])[CH2:40][CH2:39][C:38](=[O:41])[CH2:37][CH2:36]1.